Dataset: Full USPTO retrosynthesis dataset with 1.9M reactions from patents (1976-2016). Task: Predict the reactants needed to synthesize the given product. (1) Given the product [Cl:1][C:2]1[N:11]=[C:10]([NH:21][CH2:20][CH:19]([C:13]2[CH:18]=[CH:17][CH:16]=[CH:15][CH:14]=2)[C:22]2[CH:27]=[CH:26][CH:25]=[CH:24][CH:23]=2)[C:9]2[C:4](=[CH:5][CH:6]=[CH:7][CH:8]=2)[N:3]=1, predict the reactants needed to synthesize it. The reactants are: [Cl:1][C:2]1[N:11]=[C:10](Cl)[C:9]2[C:4](=[CH:5][CH:6]=[CH:7][CH:8]=2)[N:3]=1.[C:13]1([CH:19]([C:22]2[CH:27]=[CH:26][CH:25]=[CH:24][CH:23]=2)[CH2:20][NH2:21])[CH:18]=[CH:17][CH:16]=[CH:15][CH:14]=1.C(N(CC)CC)C. (2) Given the product [CH3:1][C:2]1[CH:7]=[C:6]([CH3:8])[C:5]([N:9]2[C:16]3[N:12]([N:13]=[C:14]([C:17]4[CH:18]=[N:19][CH:20]=[CH:21][CH:22]=4)[CH:15]=3)[CH:11]=[CH:10]2)=[CH:4][C:3]=1[NH:23][C:24]([C:25]1[CH:26]=[C:27]([CH:28]=[C:29]([S:31]([F:35])([F:34])([F:33])([F:36])[F:32])[CH:30]=1)[C:37]([OH:42])=[O:38])=[O:39], predict the reactants needed to synthesize it. The reactants are: [CH3:1][C:2]1[CH:7]=[C:6]([CH3:8])[C:5]([N:9]2[C:16]3[N:12]([N:13]=[C:14]([C:17]4[CH:18]=[N:19][CH:20]=[CH:21][CH:22]=4)[CH:15]=3)[CH:11]=[CH:10]2)=[CH:4][C:3]=1[NH:23][C:24](=[O:39])[C:25]1[CH:30]=[C:29]([S:31]([F:36])([F:35])([F:34])([F:33])[F:32])[CH:28]=[C:27]([CH:37]=[O:38])[CH:26]=1.O.P([O-])(O)(O)=[O:42].[Na+].Cl([O-])=O.[Na+]. (3) Given the product [C:1]([O:6][CH:7]([O:9][CH2:10][CH:11]([CH3:13])[CH3:12])[CH3:8])(=[O:5])[C:2]([CH3:4])=[CH2:3], predict the reactants needed to synthesize it. The reactants are: [C:1]([OH:6])(=[O:5])[C:2]([CH3:4])=[CH2:3].[CH:7]([O:9][CH2:10][CH:11]([CH3:13])[CH3:12])=[CH2:8].FF. (4) Given the product [CH3:1][O:2][C:3]1[CH:4]=[C:5]([CH:29]=[C:30]([O:34][CH3:35])[C:31]=1[O:32][CH3:33])[CH2:6][N:7]1[CH2:11][CH2:10][C:9]([CH2:12][CH2:13][CH2:14][N:53]2[CH2:54][CH2:55][CH2:56][N:50]([C:42]3[N:41]([CH2:40][CH2:39][O:38][CH2:36][CH3:37])[C:45]4[CH:46]=[CH:47][CH:48]=[CH:49][C:44]=4[N:43]=3)[CH2:51][CH2:52]2)([CH2:20][C:21]2[CH:22]=[CH:23][C:24]([F:27])=[CH:25][CH:26]=2)[C:8]1=[O:28], predict the reactants needed to synthesize it. The reactants are: [CH3:1][O:2][C:3]1[CH:4]=[C:5]([CH:29]=[C:30]([O:34][CH3:35])[C:31]=1[O:32][CH3:33])[CH2:6][N:7]1[CH2:11][CH2:10][C:9]([CH2:20][C:21]2[CH:26]=[CH:25][C:24]([F:27])=[CH:23][CH:22]=2)([CH2:12][CH2:13][CH2:14]OS(C)(=O)=O)[C:8]1=[O:28].[CH2:36]([O:38][CH2:39][CH2:40][N:41]1[C:45]2[CH:46]=[CH:47][CH:48]=[CH:49][C:44]=2[N:43]=[C:42]1[N:50]1[CH2:56][CH2:55][CH2:54][NH:53][CH2:52][CH2:51]1)[CH3:37]. (5) The reactants are: [Br:1][C:2]1[CH:28]=[C:27]([CH:29]([CH3:31])[CH3:30])[CH:26]=[CH:25][C:3]=1[O:4][CH:5]([CH3:24])[C:6]([NH:8][C:9]1[CH:14]=[CH:13][C:12]([CH:15]([O:22][CH3:23])[CH2:16][C:17]([O:19]CC)=[O:18])=[CH:11][CH:10]=1)=[O:7].O.Cl. Given the product [Br:1][C:2]1[CH:28]=[C:27]([CH:29]([CH3:31])[CH3:30])[CH:26]=[CH:25][C:3]=1[O:4][CH:5]([CH3:24])[C:6]([NH:8][C:9]1[CH:10]=[CH:11][C:12]([CH:15]([O:22][CH3:23])[CH2:16][C:17]([OH:19])=[O:18])=[CH:13][CH:14]=1)=[O:7], predict the reactants needed to synthesize it. (6) Given the product [Br:1][C:2]1[CH:3]=[C:4]([N:8]2[CH:13]=[CH:12][C:11](=[O:14])[C:10]([C:15]3[N:32]([C:22]4[C:31]5[C:26](=[CH:27][CH:28]=[CH:29][CH:30]=5)[CH:25]=[CH:24][CH:23]=4)[N:18]=[CH:17][CH:16]=3)=[N:9]2)[CH:5]=[CH:6][CH:7]=1, predict the reactants needed to synthesize it. The reactants are: [Br:1][C:2]1[CH:3]=[C:4]([N:8]2[CH:13]=[CH:12][C:11](=[O:14])[C:10]([C:15](=O)/[CH:16]=[CH:17]/[N:18](C)C)=[N:9]2)[CH:5]=[CH:6][CH:7]=1.[C:22]1([NH:32]N)[C:31]2[C:26](=[CH:27][CH:28]=[CH:29][CH:30]=2)[CH:25]=[CH:24][CH:23]=1. (7) Given the product [OH:12][C:7]1[C:6]2[CH2:15][O:14][C:3](=[O:2])[N:4]([CH2:18][C:19]3[CH:24]=[CH:23][C:22]([C:25]#[N:26])=[CH:21][CH:20]=3)[C:5]=2[CH:10]=[N:9][C:8]=1[CH3:11], predict the reactants needed to synthesize it. The reactants are: C[O:2][C:3](=O)[N:4]([CH2:18][C:19]1[CH:24]=[CH:23][C:22]([C:25]#[N:26])=[CH:21][CH:20]=1)[C:5]1[CH:10]=[N:9][C:8]([CH3:11])=[C:7]2[O:12]C(C)(C)[O:14][CH2:15][C:6]=12.C(O)=O. (8) Given the product [CH2:1]([O:3][C:4](=[O:22])[C:5]([CH3:6])([O:8][C:9]1[CH:14]=[CH:13][C:12]([O:15][CH:16]([C:18](=[O:20])[NH:37][C:33]2[CH:32]=[C:31]([C:28]3[CH:29]=[CH:30][C:25]([C:24]([F:23])([F:38])[F:39])=[CH:26][CH:27]=3)[CH:36]=[CH:35][CH:34]=2)[CH3:17])=[CH:11][C:10]=1[CH3:21])[CH3:7])[CH3:2], predict the reactants needed to synthesize it. The reactants are: [CH2:1]([O:3][C:4](=[O:22])[C:5]([O:8][C:9]1[CH:14]=[CH:13][C:12]([O:15][CH:16]([C:18]([OH:20])=O)[CH3:17])=[CH:11][C:10]=1[CH3:21])([CH3:7])[CH3:6])[CH3:2].[F:23][C:24]([F:39])([F:38])[C:25]1[CH:30]=[CH:29][C:28]([C:31]2[CH:36]=[CH:35][CH:34]=[C:33]([NH2:37])[CH:32]=2)=[CH:27][CH:26]=1.